From a dataset of Catalyst prediction with 721,799 reactions and 888 catalyst types from USPTO. Predict which catalyst facilitates the given reaction. (1) Reactant: CS[C:3]1[N:4]=[N:5][C:6]([C:20]#[N:21])=[C:7]([N:9]2[CH2:15][CH2:14][C:13]3[CH:16]=[CH:17][CH:18]=[CH:19][C:12]=3[CH2:11][CH2:10]2)[N:8]=1.[NH2:22][CH2:23][CH:24]([OH:26])[CH3:25]. Product: [OH:26][CH:24]([CH3:25])[CH2:23][NH:22][C:3]1[N:4]=[N:5][C:6]([C:20]#[N:21])=[C:7]([N:9]2[CH2:15][CH2:14][C:13]3[CH:16]=[CH:17][CH:18]=[CH:19][C:12]=3[CH2:11][CH2:10]2)[N:8]=1. The catalyst class is: 12. (2) The catalyst class is: 10. Reactant: [N:1]1[C:8](Cl)=[N:7][C:5](Cl)=[N:4][C:2]=1[Cl:3].[CH2:10]([NH2:13])[C:11]#[CH:12].C(N(CC)C(C)C)(C)C.Cl.[CH3:24][O:25][NH:26][CH3:27]. Product: [Cl:3][C:2]1[N:1]=[C:8]([NH:13][CH2:10][C:11]#[CH:12])[N:7]=[C:5]([N:26]([CH3:27])[O:25][CH3:24])[N:4]=1. (3) Reactant: [NH2:1][C:2]1[N:7]=[C:6](S(C)=O)[C:5]([C:11]#[N:12])=[C:4]([N:13]2[CH:17]=[CH:16][CH:15]=[N:14]2)[N:3]=1.[OH:18][CH2:19][CH2:20][C:21]1[CH:26]=[CH:25][CH:24]=[CH:23][N:22]=1.C1CCN2C(=NCCC2)CC1. Product: [NH2:1][C:2]1[N:3]=[C:4]([N:13]2[CH:17]=[CH:16][CH:15]=[N:14]2)[C:5]([C:11]#[N:12])=[C:6]([O:18][CH2:19][CH2:20][C:21]2[CH:26]=[CH:25][CH:24]=[CH:23][N:22]=2)[N:7]=1. The catalyst class is: 57.